Dataset: Experimentally validated miRNA-target interactions with 360,000+ pairs, plus equal number of negative samples. Task: Binary Classification. Given a miRNA mature sequence and a target amino acid sequence, predict their likelihood of interaction. (1) The miRNA is gga-miR-16-5p with sequence UAGCAGCACGUAAAUAUUGGUG. The protein sequence of the target gene is MKRSSVSSGGAGRLSMQELRSQDVNKQGLYTPQTKEKPTFGKLSINKPTSERKVSLFGKRTSGHGSRNSQLGIFSSSEKIKDPRPLNDKAFIQQCIRQLCEFLTENGYAHNVSMKSLQAPSVKDFLKIFTFLYGFLCPSYELPDTKFEEEVPRIFKDLGYPFALSKSSMYTVGAPHTWPHIVAALVWLIDCIKIHTAMKESSPLFDDGQPWGEETEDGIMHNKLFLDYTIKCYESFMSGADSFDEMNAELQSKLKDLFNVDAFKLESLEAKNRALNEQIARLEQEREKEPNRLESLRKLK.... Result: 0 (no interaction). (2) The miRNA is mmu-miR-7234-5p with sequence UUGUUUUCUCCAAAGACGUUUCU. The protein sequence of the target gene is MDRSGFGGMSSPVIRDAEVTRTARKHSAHKRVLIQANQEDNFGTATPRSQIIPRTPSSFRQPFVTPSSRSLLRHPDISYILGTEGRSPRHTQSSGYLGNLSMVTNLDDSNWAAAFSSQRLGLYTNTEHHSMTEDVNLSTVMLREDDPGEAASMSMFSDFLHSFLKHSSTTVFDLVEEYENICGSQVNILSKIVSRATPGLQKFSKTASMLWLLQQEMVTWRLLASLYRDRIQSSLEEENMFAIAGINASEKMVVETLFQRDSLVRQSQLVVDWLESIAKDEIGEFSDNIEFYAKSVYWEN.... Result: 0 (no interaction). (3) The miRNA is hsa-miR-6777-3p with sequence UCCACUCUCCUGGCCCCCAG. The protein sequence of the target gene is MSWLFPLTKSASSSAAGSPGGLTSLQQQKQRLIESLRNSHSSIAEIQKDVEYRLPFTINNLTININILLPPQFPQEKPVISVYPPIRHHLMDKQGVYVTSPLVNNFTMHSDLGKIIQSLLDEFWKNPPVLAPTSTAFPYLYSNPSGMSPYASQGFPFLPPYPPQEANRSITSLSVADTVSSSTTSHTTAKPAAPSFGVLSNLPLPIPTVDASIPTSQNGFGYKMPDVPDAFPELSELSVSQLTDMNEQEEVLLEQFLTLPQLKQIITDKDDLVKSIEELARKNLLLEPSLEAKRQTVLDK.... Result: 1 (interaction). (4) The miRNA is hsa-miR-3614-3p with sequence UAGCCUUCAGAUCUUGGUGUUUU. The protein sequence of the target gene is MTDNIPLQPVRQKKRMDSRPRAGCCEWLRCCGGGEARPRTVWLGHPEKRDQRYPRNVINNQKYNFFTFLPGVLFNQFKYFFNLYFLLLACSQFVPEMRLGALYTYWVPLGFVLAVTVIREAVEEIRCYVRDKEVNSQVYSRLTARGTVKVKSSNIQVGDLIIVEKNQRVPADMIFLRTSEKNGSCFLRTDQLDGETDWKLRLPVACTQRLPTAADLLQIRSYVYAEEPNIDIHNFVGTFTREDSDPPISESLSIENTLWAGTVVASGTVVGVVLYTGRELRSVMNTSNPRSKIGLFDLEV.... Result: 1 (interaction). (5) The protein sequence of the target gene is MGKISSLPTQLFKICLCDFLKIKIHIMSSSHLFYLALCLLTFTSSATAGPETLCGAELVDALQFVCGPRGFYFNKPTGYGSSIRRAPQTGIVDECCFRSCDLRRLEMYCAPLKPTKSARSIRAQRHTDMPKTQKEVHLKNTSRGSAGNKTYRM. The miRNA is hsa-miR-629-3p with sequence GUUCUCCCAACGUAAGCCCAGC. Result: 0 (no interaction). (6) Result: 0 (no interaction). The protein sequence of the target gene is MSLFGLLLLTSALAGQRQGTQAESNLSSKFQFSSNKEQNGVQDPQHERIITVSTNGSIHSPRFPHTYPRNTVLVWRLVAVEENVWIQLTFDERFGLEDPEDDICKYDFVEVEEPSDGTILGRWCGSGTVPGKQISKGNQIRIRFVSDEYFPSEPGFCIHYNIVMPQFTEAVSPSVLPPSALPLDLLNNAITAFSTLEDLIRYLEPERWQLDLEDLYRPTWQLLGKAFVFGRKSRVVDLNLLTEEVRLYSCTPRNFSVSIREELKRTDTIFWPGCLLVKRCGGNCACCLHNCNECQCVPSK.... The miRNA is hsa-miR-6892-3p with sequence UCCCUCUCCCACCCCUUGCAG. (7) The miRNA is hsa-miR-5739 with sequence GCGGAGAGAGAAUGGGGAGC. The protein sequence of the target gene is MGQLIAKLMSIFGNQEHTVIIVGLDNEGKTTILYRFLTNEVVHMCPTIGSNVEEIILPKTHFFMWDIVRPEALSFIWNTYYSNTEFIILVIDSTDRDRLLTTREELYKMLAHEALQDASVLIFANKQDVKDSMRMVEISHFLTLSTIKDHSWHIQGCCALTREGLPARLQWMESQAAAN. Result: 1 (interaction). (8) The miRNA is hsa-miR-4743-5p with sequence UGGCCGGAUGGGACAGGAGGCAU. The protein sequence of the target gene is MMGLGNGRRSMKSPPLILAALVACVIVLGFNYWIASSRSVELQTRIVELEGRVRRAAAERGAVELKKNEFQGELQKQREQLDRIQSSHSFQLENVNKLHQDEKAVLVNNITTGEKLIRDLQDQLKALQRSYSSLQQDIFQFQKNQTSLEKKFSYDLNQCISQMTEVKEQCDERIEEVIRKRNEAPGSRDLAETNNQHQQALKPQPKLQEEVPSEEQMPQEKGDVPRNKSQIPAPNSESLGLKPQVQNEETNEIQAVGEEHQQASIQGQAVADGTRVGAEKLDQHTQLPAGLLARPEEDSQ.... Result: 0 (no interaction). (9) The miRNA is hsa-miR-214-5p with sequence UGCCUGUCUACACUUGCUGUGC. The protein sequence of the target gene is MFVELNNLLNTTPDRAEQGKLTLLCDAKTDGSFLVHHFLSFYLKANCKVCFVALIQSFSHYSIVGQKLGVSLTMARERGQLVFLEGLKSAVDVVFQAQKEPHPLQFLREANAGNLKPLFEFVREALKPVDSGEARWTYPVLLVDDLSVLLSLGMGAVAVLDFIHYCRATVCWELKGNMVVLVHDSGDAEDEENDILLNGLSHQSHLILRAEGLATGFCRDVHGQLRILWRRPSQPAVHRDQSFTYQYKIQDKSVSFFAKGMSPAVL. Result: 1 (interaction).